From a dataset of Reaction yield outcomes from USPTO patents with 853,638 reactions. Predict the reaction yield, written as a fraction of the theoretical maximum amount of product (1.0 means a 100% yield; for example, 0.34 means a 34% yield). The reactants are [OH:1][NH:2][C:3]([C:5]1[CH:13]=[CH:12][C:8]([C:9]([OH:11])=[O:10])=[CH:7][CH:6]=1)=[NH:4].[C:14](O[C:14]([C:16]([F:19])([F:18])[F:17])=O)([C:16]([F:19])([F:18])[F:17])=O. The catalyst is C1COCC1. The product is [F:17][C:16]([F:19])([F:18])[C:14]1[O:1][N:2]=[C:3]([C:5]2[CH:13]=[CH:12][C:8]([C:9]([OH:11])=[O:10])=[CH:7][CH:6]=2)[N:4]=1. The yield is 0.770.